This data is from Catalyst prediction with 721,799 reactions and 888 catalyst types from USPTO. The task is: Predict which catalyst facilitates the given reaction. Reactant: Br[CH2:2]/[C:3](=[C:8](\[CH3:13])/[C:9]([O:11][CH3:12])=[O:10])/[C:4]([O:6][CH3:7])=[O:5].[NH:14]1[CH2:19][CH2:18][CH2:17][CH2:16][CH2:15]1.CCCCCC.C(OCC)(=O)C. Product: [CH3:13]/[C:8](/[C:9]([O:11][CH3:12])=[O:10])=[C:3](\[CH2:2][N:14]1[CH2:19][CH2:18][CH2:17][CH2:16][CH2:15]1)/[C:4]([O:6][CH3:7])=[O:5]. The catalyst class is: 9.